Predict the reaction yield, written as a fraction of the theoretical maximum amount of product (1.0 means a 100% yield; for example, 0.34 means a 34% yield). From a dataset of Reaction yield outcomes from USPTO patents with 853,638 reactions. The reactants are CN(C(ON1N=NC2C=CC=NC1=2)=[N+](C)C)C.F[P-](F)(F)(F)(F)F.[CH2:25]([O:32][N:33]1[C:39](=[O:40])[N:38]2[CH2:41][C@H:34]1[CH2:35][CH2:36][C@H:37]2[C:42]([OH:44])=O)[C:26]1[CH:31]=[CH:30][CH:29]=[CH:28][CH:27]=1.[NH:45]([C:47]([O:49][C:50]([CH3:53])([CH3:52])[CH3:51])=[O:48])[NH2:46].CCN(C(C)C)C(C)C. The catalyst is C(Cl)Cl. The product is [CH2:25]([O:32][N:33]1[C:39](=[O:40])[N:38]2[CH2:41][C@H:34]1[CH2:35][CH2:36][C@H:37]2[C:42]([NH:46][NH:45][C:47]([O:49][C:50]([CH3:53])([CH3:52])[CH3:51])=[O:48])=[O:44])[C:26]1[CH:27]=[CH:28][CH:29]=[CH:30][CH:31]=1. The yield is 0.850.